From a dataset of NCI-60 drug combinations with 297,098 pairs across 59 cell lines. Regression. Given two drug SMILES strings and cell line genomic features, predict the synergy score measuring deviation from expected non-interaction effect. (1) Drug 1: CCCS(=O)(=O)NC1=C(C(=C(C=C1)F)C(=O)C2=CNC3=C2C=C(C=N3)C4=CC=C(C=C4)Cl)F. Drug 2: CS(=O)(=O)OCCCCOS(=O)(=O)C. Cell line: EKVX. Synergy scores: CSS=-10.9, Synergy_ZIP=2.45, Synergy_Bliss=-6.44, Synergy_Loewe=-8.50, Synergy_HSA=-9.90. (2) Drug 1: C1CC2CC3=C(CC1C24CN(S(=O)(=O)N4)CC(F)(F)F)C=CC(=C3)C=CCN5CCC(CC5)C(F)(F)F. Drug 2: CN1C(=O)N2C=NC(=C2N=N1)C(=O)N. Cell line: T-47D. Synergy scores: CSS=21.0, Synergy_ZIP=10.7, Synergy_Bliss=8.05, Synergy_Loewe=-29.1, Synergy_HSA=-2.64. (3) Drug 1: CC1=C2C(C(=O)C3(C(CC4C(C3C(C(C2(C)C)(CC1OC(=O)C(C(C5=CC=CC=C5)NC(=O)C6=CC=CC=C6)O)O)OC(=O)C7=CC=CC=C7)(CO4)OC(=O)C)O)C)OC(=O)C. Drug 2: C1CNP(=O)(OC1)N(CCCl)CCCl. Cell line: HL-60(TB). Synergy scores: CSS=51.2, Synergy_ZIP=1.77, Synergy_Bliss=-7.79, Synergy_Loewe=-45.3, Synergy_HSA=-9.24. (4) Drug 1: C1CCC(CC1)NC(=O)N(CCCl)N=O. Drug 2: CN1C2=C(C=C(C=C2)N(CCCl)CCCl)N=C1CCCC(=O)O.Cl. Cell line: UACC62. Synergy scores: CSS=32.4, Synergy_ZIP=-8.62, Synergy_Bliss=-0.427, Synergy_Loewe=-3.04, Synergy_HSA=0.333.